Dataset: Reaction yield outcomes from USPTO patents with 853,638 reactions. Task: Predict the reaction yield, written as a fraction of the theoretical maximum amount of product (1.0 means a 100% yield; for example, 0.34 means a 34% yield). (1) The reactants are [NH2:1][C:2]1[N:12]([CH:13]2[CH2:17][CH2:16][CH2:15][CH2:14]2)[C:6]2[N:7]=[C:8](Cl)[N:9]=[CH:10][C:5]=2[C:4](=[O:18])[C:3]=1[C:19]([NH2:21])=[O:20].[NH2:22][C:23]1[CH:28]=[CH:27][C:26]([N:29]2[CH2:34][CH2:33][O:32][CH2:31][CH2:30]2)=[CH:25][CH:24]=1.O.C([O-])(O)=O.[Na+]. The yield is 0.240. The catalyst is CN1C(=O)CCC1. The product is [NH2:1][C:2]1[N:12]([CH:13]2[CH2:17][CH2:16][CH2:15][CH2:14]2)[C:6]2[N:7]=[C:8]([NH:22][C:23]3[CH:24]=[CH:25][C:26]([N:29]4[CH2:34][CH2:33][O:32][CH2:31][CH2:30]4)=[CH:27][CH:28]=3)[N:9]=[CH:10][C:5]=2[C:4](=[O:18])[C:3]=1[C:19]([NH2:21])=[O:20]. (2) The reactants are Cl[C:2]1[CH:7]=[CH:6][C:5]([S:8]([C:11]2([C:25]3[CH:30]=[C:29]([F:31])[CH:28]=[CH:27][C:26]=3[F:32])[CH2:16][CH2:15][CH:14]([NH:17][S:18]([C:21]([F:24])([F:23])[F:22])(=[O:20])=[O:19])[CH2:13][CH2:12]2)(=[O:10])=[O:9])=[CH:4][CH:3]=1.[F-].[Cs+].[CH2:35]([Sn](CCCC)(CCCC)C=C)[CH2:36]CC. The catalyst is O1CCOCC1.C(OCC)C.C1C=CC(/C=C/C(/C=C/C2C=CC=CC=2)=O)=CC=1.C1C=CC(/C=C/C(/C=C/C2C=CC=CC=2)=O)=CC=1.C1C=CC(/C=C/C(/C=C/C2C=CC=CC=2)=O)=CC=1.[Pd].[Pd].C(P(C(C)(C)C)C(C)(C)C)(C)(C)C. The product is [F:32][C:26]1[CH:27]=[CH:28][C:29]([F:31])=[CH:30][C:25]=1[C:11]1([S:8]([C:5]2[CH:6]=[CH:7][C:2]([CH:35]=[CH2:36])=[CH:3][CH:4]=2)(=[O:9])=[O:10])[CH2:12][CH2:13][CH:14]([NH:17][S:18]([C:21]([F:24])([F:22])[F:23])(=[O:19])=[O:20])[CH2:15][CH2:16]1. The yield is 0.550. (3) The reactants are [CH3:1][C:2]1[CH:7]=[CH:6][C:5]([C:8](=O)[CH2:9][C:10](=O)[C:11]([F:14])([F:13])[F:12])=[CH:4][CH:3]=1.[NH2:17][C:18]1[N:19]=[CH:20][NH:21][C:22]=1[C:23]#[N:24]. No catalyst specified. The product is [CH3:1][C:2]1[CH:7]=[CH:6][C:5]([C:8]2[CH:9]=[C:10]([C:11]([F:14])([F:13])[F:12])[N:19]3[CH:20]=[N:21][C:22]([C:23]#[N:24])=[C:18]3[N:17]=2)=[CH:4][CH:3]=1. The yield is 0.440. (4) The reactants are C([O:8][C:9](=[O:40])[C:10]([CH3:39])([CH3:38])[CH2:11][O:12][C:13](=[O:37])[NH:14][C:15]1[CH:20]=[CH:19][CH:18]=[CH:17][C:16]=1[C:21]([NH:23][NH:24][C:25]([C:27]1[NH:28][C:29]2[C:34]([CH:35]=1)=[CH:33][C:32]([Cl:36])=[CH:31][CH:30]=2)=[O:26])=[O:22])C1C=CC=CC=1. The yield is 0.600. The catalyst is C1COCC1.[C].[Pd]. The product is [Cl:36][C:32]1[CH:33]=[C:34]2[C:29](=[CH:30][CH:31]=1)[NH:28][C:27]([C:25]([NH:24][NH:23][C:21]([C:16]1[CH:17]=[CH:18][CH:19]=[CH:20][C:15]=1[NH:14][C:13]([O:12][CH2:11][C:10]([CH3:39])([CH3:38])[C:9]([OH:40])=[O:8])=[O:37])=[O:22])=[O:26])=[CH:35]2. (5) The reactants are Br[C:2]1[N:10]([CH2:11][C:12]2[C:17]([F:18])=[CH:16][CH:15]=[CH:14][C:13]=2[Cl:19])[C:9]2[C:8](=[O:20])[NH:7][C:6](=[O:21])[N:5]([CH3:22])[C:4]=2[N:3]=1.C([O-])([O-])=O.[K+].[K+].I[CH2:30][CH3:31].[NH:32]1[CH2:37][CH2:36][CH2:35][CH2:34][CH2:33]1. The catalyst is CN(C=O)C.O.CS(C)=O. The product is [Cl:19][C:13]1[CH:14]=[CH:15][CH:16]=[C:17]([F:18])[C:12]=1[CH2:11][N:10]1[C:9]2[C:8](=[O:20])[N:7]([CH2:30][CH3:31])[C:6](=[O:21])[N:5]([CH3:22])[C:4]=2[N:3]=[C:2]1[N:32]1[CH2:37][CH2:36][CH2:35][CH2:34][CH2:33]1. The yield is 0.560. (6) The yield is 0.960. The product is [CH3:28][C:24]1[C:23]([C:21]([N:20]2[C:8]3([C:5]4[CH:4]=[CH:3][C:2](=[O:1])[N:7]([CH3:29])[CH:6]=4)[CH2:13][N:12]4[CH:14]=[CH:15][CH:16]=[C:11]4[C:10](=[O:17])[N:9]3[CH2:18][CH2:19]2)=[O:22])=[CH:27][O:26][N:25]=1. The reactants are [OH:1][C:2]1[N:7]=[CH:6][C:5]([C:8]23[N:20]([C:21]([C:23]4[C:24]([CH3:28])=[N:25][O:26][CH:27]=4)=[O:22])[CH2:19][CH2:18][N:9]2[C:10](=[O:17])[C:11]2[N:12]([CH:14]=[CH:15][CH:16]=2)[CH2:13]3)=[CH:4][CH:3]=1.[C:29](=O)([O-])[O-].[Cs+].[Cs+].CI. The catalyst is CN(C=O)C.O. (7) The catalyst is C(OCC)(=O)C.[Cl-].[Na+].O1CCOCC1. The product is [N+:20]([C:23]1[CH:28]=[CH:27][C:26]([C:2]2[CH:7]=[CH:6][C:5]([C:8](=[O:19])[CH2:9][C:10]3([C:15]([O:17][CH3:18])=[O:16])[CH2:14][CH2:13][CH2:12][CH2:11]3)=[CH:4][CH:3]=2)=[CH:25][CH:24]=1)([O-:22])=[O:21]. The reactants are Br[C:2]1[CH:7]=[CH:6][C:5]([C:8](=[O:19])[CH2:9][C:10]2([C:15]([O:17][CH3:18])=[O:16])[CH2:14][CH2:13][CH2:12][CH2:11]2)=[CH:4][CH:3]=1.[N+:20]([C:23]1[CH:28]=[CH:27][C:26](B(O)O)=[CH:25][CH:24]=1)([O-:22])=[O:21].C1(C)C=CC=CC=1.C(=O)([O-])[O-].[Na+].[Na+]. The yield is 0.930. (8) The reactants are C([O:4][CH2:5][C@@H:6]1[C@@H:11]([O:12]C(=O)C)[C@H:10]([O:16]C(=O)C)[C@H:9]([O:20]C(=O)C)[C@@H:8]([C:24]#[C:25][C:26]2[CH:31]=[CH:30][C:29]3[C:32]4[C:37]([C:38]5([CH2:43][CH2:42][N:41]([C:44](=[O:46])[CH3:45])[CH2:40][CH2:39]5)[C:28]=3[CH:27]=2)=[CH:36][C:35]([C:47]#[C:48][C@@H:49]2[C@@H:54]([O:55]C(=O)C)[C@@H:53]([O:59]C(=O)C)[C@H:52]([O:63]C(=O)C)[C@@H:51]([CH2:67][O:68]C(=O)C)[O:50]2)=[CH:34][CH:33]=4)[O:7]1)(=O)C.CO[Na].CC(O)=O. The catalyst is CO. The product is [OH:55][C@H:54]1[C@@H:53]([OH:59])[C@H:52]([OH:63])[C@@H:51]([CH2:67][OH:68])[O:50][C@@H:49]1[C:48]#[C:47][C:35]1[CH:34]=[CH:33][C:32]2[C:29]3[C:28]([C:38]4([CH2:43][CH2:42][N:41]([C:44](=[O:46])[CH3:45])[CH2:40][CH2:39]4)[C:37]=2[CH:36]=1)=[CH:27][C:26]([C:25]#[C:24][C@@H:8]1[C@@H:9]([OH:20])[C@@H:10]([OH:16])[C@H:11]([OH:12])[C@@H:6]([CH2:5][OH:4])[O:7]1)=[CH:31][CH:30]=3. The yield is 0.650. (9) The reactants are [C:1]([C:4]1[CH:9]=[CH:8][C:7]([S:10](Cl)(=[O:12])=[O:11])=[CH:6][CH:5]=1)(=[O:3])[CH3:2].[CH3:14][NH2:15].O. The catalyst is C1COCC1. The product is [C:1]([C:4]1[CH:9]=[CH:8][C:7]([S:10]([NH:15][CH3:14])(=[O:12])=[O:11])=[CH:6][CH:5]=1)(=[O:3])[CH3:2]. The yield is 0.626. (10) The reactants are Br[C:2]1[CH:3]=[N:4][N:5]([CH2:16][CH3:17])[C:6]=1[C:7]1[CH:8]=[C:9]([C:12]([O:14][CH3:15])=[O:13])[S:10][CH:11]=1.[CH2:18]([Sn](CCCC)(CCCC)C=C)[CH2:19]CC. The catalyst is C1C=CC([P]([Pd]([P](C2C=CC=CC=2)(C2C=CC=CC=2)C2C=CC=CC=2)([P](C2C=CC=CC=2)(C2C=CC=CC=2)C2C=CC=CC=2)[P](C2C=CC=CC=2)(C2C=CC=CC=2)C2C=CC=CC=2)(C2C=CC=CC=2)C2C=CC=CC=2)=CC=1. The product is [CH:18]([C:2]1[CH:3]=[N:4][N:5]([CH2:16][CH3:17])[C:6]=1[C:7]1[CH:8]=[C:9]([C:12]([O:14][CH3:15])=[O:13])[S:10][CH:11]=1)=[CH2:19]. The yield is 0.760.